Dataset: Catalyst prediction with 721,799 reactions and 888 catalyst types from USPTO. Task: Predict which catalyst facilitates the given reaction. Reactant: [C:1]1([OH:11])[C:10]2[C:5](=[CH:6][CH:7]=[CH:8][CH:9]=2)[CH:4]=[CH:3][CH:2]=1.[CH2:12]([O:15][C:16]1[C:23]([O:24][CH3:25])=[CH:22][C:19]([CH:20]=O)=[CH:18][C:17]=1[Br:26])[CH:13]=[CH2:14].[C:27](#[N:31])[CH2:28][C:29]#[N:30].N1CCCCC1. Product: [NH2:31][C:27]1[O:11][C:1]2[C:2]([CH:20]([C:19]3[CH:22]=[C:23]([O:24][CH3:25])[C:16]([O:15][CH2:12][CH:13]=[CH2:14])=[C:17]([Br:26])[CH:18]=3)[C:28]=1[C:29]#[N:30])=[CH:3][CH:4]=[C:5]1[CH:6]=[CH:7][CH:8]=[CH:9][C:10]=21. The catalyst class is: 40.